From a dataset of Forward reaction prediction with 1.9M reactions from USPTO patents (1976-2016). Predict the product of the given reaction. (1) Given the reactants [CH:1]1([S:5]([C:8]2[CH:21]=[CH:20][CH:19]=[CH:18][C:9]=2[CH2:10][NH:11][C:12](=[O:17])[C:13]([F:16])([F:15])[F:14])(=[O:7])=[O:6])[CH2:4][CH2:3][CH2:2]1.[C:22](=O)([O-])[O-].[K+].[K+].CI, predict the reaction product. The product is: [CH:1]1([S:5]([C:8]2[CH:21]=[CH:20][CH:19]=[CH:18][C:9]=2[CH2:10][N:11]([CH3:22])[C:12](=[O:17])[C:13]([F:14])([F:15])[F:16])(=[O:6])=[O:7])[CH2:4][CH2:3][CH2:2]1. (2) The product is: [F:14][C:15]([F:21])([F:20])[CH2:16][CH2:17][CH2:18][NH:19][C:11]([C:8]1[CH:7]=[CH:6][C:5]([C:3]([OH:2])=[O:4])=[CH:10][N:9]=1)=[O:13]. Given the reactants C[O:2][C:3]([C:5]1[CH:6]=[CH:7][C:8]([C:11]([OH:13])=O)=[N:9][CH:10]=1)=[O:4].[F:14][C:15]([F:21])([F:20])[CH2:16][CH2:17][CH2:18][NH2:19], predict the reaction product. (3) Given the reactants [Br:1][C:2]1[CH:3]=[C:4]([NH:8][C@H:9]([C:22]2[CH:27]=[CH:26][CH:25]=[CH:24][CH:23]=2)[CH2:10][N:11]2C(=O)C3C(=CC=CC=3)C2=O)[CH:5]=[N:6][CH:7]=1.O.NN, predict the reaction product. The product is: [Br:1][C:2]1[CH:3]=[C:4]([NH:8][C@H:9]([C:22]2[CH:27]=[CH:26][CH:25]=[CH:24][CH:23]=2)[CH2:10][NH2:11])[CH:5]=[N:6][CH:7]=1.